This data is from Reaction yield outcomes from USPTO patents with 853,638 reactions. The task is: Predict the reaction yield, written as a fraction of the theoretical maximum amount of product (1.0 means a 100% yield; for example, 0.34 means a 34% yield). (1) The reactants are [Cl:1][C:2]1[C:7]([CH2:8][N:9]2[CH2:14][CH2:13][NH:12][C:11]3[N:15]=[CH:16][C:17]([C:19]4[CH:27]=[CH:26][C:22]([C:23]([OH:25])=O)=[CH:21][CH:20]=4)=[CH:18][C:10]2=3)=[CH:6][CH:5]=[CH:4][N:3]=1.[N:28]1([CH:33]2[CH2:38][CH2:37][NH:36][CH2:35][CH2:34]2)[CH2:32][CH2:31][CH2:30][CH2:29]1. No catalyst specified. The product is [Cl:1][C:2]1[C:7]([CH2:8][N:9]2[CH2:14][CH2:13][NH:12][C:11]3[N:15]=[CH:16][C:17]([C:19]4[CH:27]=[CH:26][C:22]([C:23]([N:36]5[CH2:37][CH2:38][CH:33]([N:28]6[CH2:32][CH2:31][CH2:30][CH2:29]6)[CH2:34][CH2:35]5)=[O:25])=[CH:21][CH:20]=4)=[CH:18][C:10]2=3)=[CH:6][CH:5]=[CH:4][N:3]=1. The yield is 0.200. (2) The reactants are [CH:1]1([N:4]([CH3:18])[CH2:5][C:6]2[CH:11]=[CH:10][CH:9]=[C:8]([C:12]#[C:13][Si](C)(C)C)[CH:7]=2)[CH2:3][CH2:2]1.C(=O)([O-])[O-].[K+].[K+]. The catalyst is CO. The product is [CH:1]1([N:4]([CH2:5][C:6]2[CH:11]=[CH:10][CH:9]=[C:8]([C:12]#[CH:13])[CH:7]=2)[CH3:18])[CH2:3][CH2:2]1. The yield is 0.860. (3) The reactants are Cl.[NH2:2][C:3]1[C:4]2[C:14]([O:15][CH2:16][C:17]([NH2:20])([CH3:19])[CH3:18])=[CH:13][CH:12]=[CH:11][C:5]=2[NH:6][S:7](=[O:10])(=[O:9])[N:8]=1.[CH3:21][NH:22][C:23]1[CH:24]=[C:25]([CH:29]=[CH:30][N:31]=1)[C:26](O)=[O:27]. No catalyst specified. The product is [NH2:2][C:3]1[C:4]2[C:14]([O:15][CH2:16][C:17]([NH:20][C:26](=[O:27])[C:25]3[CH:29]=[CH:30][N:31]=[C:23]([NH:22][CH3:21])[CH:24]=3)([CH3:18])[CH3:19])=[CH:13][CH:12]=[CH:11][C:5]=2[NH:6][S:7](=[O:10])(=[O:9])[N:8]=1. The yield is 0.560. (4) The reactants are [NH2:1][C:2]1[CH:3]=[C:4]2[C:8](=[CH:9][CH:10]=1)[NH:7][CH:6]=[C:5]2[CH:11]1[CH2:16][CH2:15][CH:14]([N:17]([CH2:25][CH3:26])[C:18](=[O:24])[O:19][C:20]([CH3:23])([CH3:22])[CH3:21])[CH2:13][CH2:12]1.I.[S:28]1[CH:32]=[CH:31][CH:30]=[C:29]1[C:33](SC)=[NH:34]. The catalyst is CCO. The product is [CH2:25]([N:17]([CH:14]1[CH2:13][CH2:12][CH:11]([C:5]2[C:4]3[C:8](=[CH:9][CH:10]=[C:2]([NH:1][C:33]([C:29]4[S:28][CH:32]=[CH:31][CH:30]=4)=[NH:34])[CH:3]=3)[NH:7][CH:6]=2)[CH2:16][CH2:15]1)[C:18](=[O:24])[O:19][C:20]([CH3:21])([CH3:22])[CH3:23])[CH3:26]. The yield is 0.600. (5) The reactants are ClS(O)(=O)=O.[CH3:6][O:7][C:8](=[O:23])[CH2:9][CH:10]1[CH2:18][C:17]2[C:12](=[CH:13][CH:14]=[C:15]([S:19](Cl)(=[O:21])=[O:20])[CH:16]=2)[CH2:11]1.[CH3:24][O:25][C:26](=[O:41])[CH2:27][CH:28]1[CH2:36][C:35]2[C:30](=[CH:31][CH:32]=[CH:33][C:34]=2[S:37](Cl)(=[O:39])=[O:38])[CH2:29]1.[F:42][C:43]([F:57])([F:56])[C:44]1[CH:49]=[CH:48][C:47]([N:50]2[CH2:55][CH2:54][NH:53][CH2:52][CH2:51]2)=[CH:46][CH:45]=1.C(N(CC)CC)C. The catalyst is C1COCC1.CN(C1C=CN=CC=1)C. The product is [CH3:6][O:7][C:8](=[O:23])[CH2:9][CH:10]1[CH2:18][C:17]2[C:12](=[CH:13][CH:14]=[C:15]([S:19]([N:53]3[CH2:52][CH2:51][N:50]([C:47]4[CH:46]=[CH:45][C:44]([C:43]([F:56])([F:57])[F:42])=[CH:49][CH:48]=4)[CH2:55][CH2:54]3)(=[O:21])=[O:20])[CH:16]=2)[CH2:11]1.[CH3:24][O:25][C:26](=[O:41])[CH2:27][CH:28]1[CH2:36][C:35]2[C:30](=[CH:31][CH:32]=[CH:33][C:34]=2[S:37]([N:53]2[CH2:52][CH2:51][N:50]([C:47]3[CH:46]=[CH:45][C:44]([C:43]([F:56])([F:57])[F:42])=[CH:49][CH:48]=3)[CH2:55][CH2:54]2)(=[O:39])=[O:38])[CH2:29]1. The yield is 0.190. (6) The reactants are [F:1][C:2]1[C:7]([F:8])=[C:6]([OH:9])[C:5]([I:10])=[CH:4][C:3]=1[CH2:11][N:12]1[C:21](=[O:22])[C:20]([C:23]([NH:25][C:26]2[CH:31]=[CH:30][C:29]([C:32]([F:35])([F:34])[F:33])=[CH:28][C:27]=2[C:36]2[CH:41]=[C:40]([C:42]([F:45])([F:44])[F:43])[N:39]=[CH:38][N:37]=2)=[O:24])=[C:19]([OH:46])[C:14]2([CH2:18][CH2:17][CH2:16][CH2:15]2)[N:13]1[CH3:47].Cl.Cl[CH2:50][CH2:51][N:52]([CH2:54][CH2:55][O:56][CH3:57])[CH3:53].C(=O)([O-])[O-].[Cs+].[Cs+].CO. The catalyst is [I-].C([N+](CCCC)(CCCC)CCCC)CCC.C(#N)C.C(O)=O. The product is [F:1][C:2]1[C:7]([F:8])=[C:6]([O:9][CH2:50][CH2:51][N:52]([CH2:54][CH2:55][O:56][CH3:57])[CH3:53])[C:5]([I:10])=[CH:4][C:3]=1[CH2:11][N:12]1[C:21](=[O:22])[C:20]([C:23]([NH:25][C:26]2[CH:31]=[CH:30][C:29]([C:32]([F:34])([F:33])[F:35])=[CH:28][C:27]=2[C:36]2[CH:41]=[C:40]([C:42]([F:43])([F:44])[F:45])[N:39]=[CH:38][N:37]=2)=[O:24])=[C:19]([OH:46])[C:14]2([CH2:15][CH2:16][CH2:17][CH2:18]2)[N:13]1[CH3:47]. The yield is 0.870. (7) No catalyst specified. The yield is 0.586. The reactants are [Cl:1][C:2]1[N:7]=[C:6]([C:8]2[S:12][C:11]([CH:13]([CH3:15])[CH3:14])=[N:10][C:9]=2[C:16]2[CH:17]=[C:18]([CH:20]=[CH:21][CH:22]=2)[NH2:19])[CH:5]=[CH:4][N:3]=1.[CH3:23][N:24]1[CH:28]=[C:27]([S:29](Cl)(=[O:31])=[O:30])[CH:26]=[N:25]1. The product is [Cl:1][C:2]1[N:7]=[C:6]([C:8]2[S:12][C:11]([CH:13]([CH3:15])[CH3:14])=[N:10][C:9]=2[C:16]2[CH:17]=[C:18]([NH:19][S:29]([C:27]3[CH:26]=[N:25][N:24]([CH3:23])[CH:28]=3)(=[O:31])=[O:30])[CH:20]=[CH:21][CH:22]=2)[CH:5]=[CH:4][N:3]=1. (8) The reactants are [F:1][C:2]1[CH:3]=[C:4]2[C:8](=[CH:9][CH:10]=1)[NH:7][C:6](=[O:11])[C:5]2=[C:12]1[C:20]2[C:15](=[CH:16][C:17]([CH:21]=O)=[CH:18][CH:19]=2)[C:14]([CH3:24])([CH3:23])[O:13]1.[CH3:25][O:26][CH2:27][CH2:28][NH:29][CH3:30].C(O[BH-](OC(=O)C)OC(=O)C)(=O)C.[Na+]. The catalyst is C1COCC1. The product is [F:1][C:2]1[CH:3]=[C:4]2[C:8](=[CH:9][CH:10]=1)[NH:7][C:6](=[O:11])[C:5]2=[C:12]1[C:20]2[C:15](=[CH:16][C:17]([CH2:21][N:29]([CH2:28][CH2:27][O:26][CH3:25])[CH3:30])=[CH:18][CH:19]=2)[C:14]([CH3:23])([CH3:24])[O:13]1. The yield is 0.700. (9) The reactants are [CH3:1][CH:2]([N:4]1[C:8]([C:9]2[N:10]=[C:11]3[N:21]([CH:22]=2)[CH2:20][CH2:19][O:18][C:17]2[C:12]3=[CH:13][C:14]([C:23](O)=[O:24])=[CH:15][CH:16]=2)=[N:7][CH:6]=[N:5]1)[CH3:3].[C:26]([N:30]1[CH2:35][CH2:34][NH:33][CH2:32][CH2:31]1)([CH3:29])([CH3:28])[CH3:27].CCN(C(C)C)C(C)C.CN(C(ON1N=NC2C=CC=NC1=2)=[N+](C)C)C.F[P-](F)(F)(F)(F)F. The catalyst is CN(C=O)C. The yield is 0.370. The product is [C:26]([N:30]1[CH2:35][CH2:34][N:33]([C:23]([C:14]2[CH:15]=[CH:16][C:17]3[O:18][CH2:19][CH2:20][N:21]4[CH:22]=[C:9]([C:8]5[N:4]([CH:2]([CH3:3])[CH3:1])[N:5]=[CH:6][N:7]=5)[N:10]=[C:11]4[C:12]=3[CH:13]=2)=[O:24])[CH2:32][CH2:31]1)([CH3:29])([CH3:28])[CH3:27]. (10) The reactants are C(N1CCOCC1)=O.[Br:9][C:10]1[CH:15]=[CH:14][C:13]([CH2:16][C:17]([OH:19])=[O:18])=[CH:12][CH:11]=1.C(Cl)(=O)C(Cl)=O.[CH2:26](O)[C:27]1[CH:32]=[CH:31][CH:30]=[CH:29][CH:28]=1. The catalyst is ClCCl. The product is [Br:9][C:10]1[CH:11]=[CH:12][C:13]([CH2:16][C:17]([O:19][CH2:26][C:27]2[CH:32]=[CH:31][CH:30]=[CH:29][CH:28]=2)=[O:18])=[CH:14][CH:15]=1. The yield is 0.950.